From a dataset of Forward reaction prediction with 1.9M reactions from USPTO patents (1976-2016). Predict the product of the given reaction. (1) Given the reactants [C:1]([O:5][C:6](=[O:25])[NH:7][CH2:8][C:9]1[CH:14]=[CH:13][C:12]([C:15](=[O:23])[NH:16][C:17]2[CH:22]=[CH:21][N:20]=[CH:19][CH:18]=2)=[CH:11][C:10]=1Br)([CH3:4])([CH3:3])[CH3:2].[C:26]([C:29]1[CH:30]=[C:31](B(O)O)[CH:32]=[CH:33][CH:34]=1)([OH:28])=[O:27].C([O-])([O-])=O.[Na+].[Na+].CO, predict the reaction product. The product is: [C:1]([O:5][C:6]([NH:7][CH2:8][C:9]1[CH:14]=[CH:13][C:12]([C:15](=[O:23])[NH:16][C:17]2[CH:22]=[CH:21][N:20]=[CH:19][CH:18]=2)=[CH:11][C:10]=1[C:33]1[CH:32]=[CH:31][CH:30]=[C:29]([C:26]([OH:28])=[O:27])[CH:34]=1)=[O:25])([CH3:4])([CH3:3])[CH3:2]. (2) Given the reactants [Cl:1][C:2]1[CH:3]=[C:4](/[CH:22]=[C:23](\[F:29])/[C:24]([O:26]CC)=[O:25])[CH:5]=[N:6][C:7]=1[NH:8][C@@H:9]1[CH2:14][CH2:13][CH2:12][N:11]([CH2:15][CH:16]2[CH2:21][CH2:20][CH2:19][CH2:18][CH2:17]2)[CH2:10]1.[OH-].[Na+].[Na+].[Cl-], predict the reaction product. The product is: [Cl:1][C:2]1[CH:3]=[C:4](/[CH:22]=[C:23](\[F:29])/[C:24]([OH:26])=[O:25])[CH:5]=[N:6][C:7]=1[NH:8][C@@H:9]1[CH2:14][CH2:13][CH2:12][N:11]([CH2:15][CH:16]2[CH2:21][CH2:20][CH2:19][CH2:18][CH2:17]2)[CH2:10]1. (3) The product is: [CH3:1][O:2][C:3]1[CH:10]=[C:9]([O:11][CH3:12])[CH:8]=[CH:7][C:4]=1[CH2:5][NH:20][C:19]1[CH:21]=[CH:22][C:16]([CH:13]([CH3:15])[CH3:14])=[CH:17][CH:18]=1. Given the reactants [CH3:1][O:2][C:3]1[CH:10]=[C:9]([O:11][CH3:12])[CH:8]=[CH:7][C:4]=1[CH:5]=O.[CH:13]([C:16]1[CH:22]=[CH:21][C:19]([NH2:20])=[CH:18][CH:17]=1)([CH3:15])[CH3:14], predict the reaction product.